Dataset: Reaction yield outcomes from USPTO patents with 853,638 reactions. Task: Predict the reaction yield, written as a fraction of the theoretical maximum amount of product (1.0 means a 100% yield; for example, 0.34 means a 34% yield). (1) The reactants are [NH:1]1[C:5]2=[N:6][CH:7]=[N:8][C:9]([NH2:10])=[C:4]2[CH:3]=[N:2]1.[H-].[Na+].CS(O[CH:18]1[CH2:23][CH2:22][CH2:21][N:20]([C:24]([O:26][C:27]([CH3:30])([CH3:29])[CH3:28])=[O:25])[CH2:19]1)(=O)=O. The catalyst is CN(C=O)C. The product is [NH2:10][C:9]1[N:8]=[CH:7][N:6]=[C:5]2[N:1]([CH:22]3[CH2:23][CH2:18][CH2:19][N:20]([C:24]([O:26][C:27]([CH3:30])([CH3:29])[CH3:28])=[O:25])[CH2:21]3)[N:2]=[CH:3][C:4]=12. The yield is 0.500. (2) The reactants are [OH:1][C:2]1[CH:7]=[CH:6][CH:5]=[CH:4][C:3]=1[C:8]1[O:9][C:10]2[C:11](=[C:13]([C:17]([OH:19])=O)[CH:14]=[CH:15][CH:16]=2)[N:12]=1.[ClH:20].C(N=C=NCCCN(C)C)C.ON1C2C=CC=CC=2N=N1.Cl.Cl.[NH2:44][C@H:45]1[CH:50]2[CH2:51][CH2:52][N:47]([CH2:48][CH2:49]2)[CH2:46]1.C(N(CC)CC)C.C(=O)(O)[O-].[Na+]. The catalyst is CN(C=O)C.C(OCC)(=O)C. The product is [ClH:20].[N:47]12[CH2:52][CH2:51][CH:50]([CH2:49][CH2:48]1)[C@H:45]([NH:44][C:17]([C:13]1[CH:14]=[CH:15][CH:16]=[C:10]3[O:9][C:8]([C:3]4[CH:4]=[CH:5][CH:6]=[CH:7][C:2]=4[OH:1])=[N:12][C:11]=13)=[O:19])[CH2:46]2. The yield is 0.680. (3) The reactants are C1(C#CC2CC3(CCNCC3)ON=2)C=CC=CC=1.[OH:19][C:20]1[CH:21]=[C:22]([C:26]#[C:27][C:28]2[CH2:42][C:31]3([CH2:34][N:33](C(OC(C)(C)C)=O)[CH2:32]3)[O:30][N:29]=2)[CH:23]=[CH:24][CH:25]=1. No catalyst specified. The product is [CH2:32]1[C:31]2([CH2:42][C:28]([C:27]#[C:26][C:22]3[CH:21]=[C:20]([OH:19])[CH:25]=[CH:24][CH:23]=3)=[N:29][O:30]2)[CH2:34][NH:33]1. The yield is 0.904. (4) The reactants are [Si:1]([O:8][C@@H:9]1[C@@:28]2([CH3:29])[C:13](=[CH:14][CH:15]=[C:16]3[C@@H:27]2[CH2:26][CH2:25][C@@:24]2([CH3:30])[C@H:17]3[CH2:18][CH:19]=[C:20]2[C@@H:21]([OH:23])[CH3:22])[CH2:12][C@@H:11]([O:31][Si:32]([C:35]([CH3:38])([CH3:37])[CH3:36])([CH3:34])[CH3:33])[CH2:10]1)([C:4]([CH3:7])([CH3:6])[CH3:5])([CH3:3])[CH3:2].[H-].[Na+].C1OCCOCCOCCOCCOC1.Br[CH2:57]/[CH:58]=[CH:59]\[C:60]([CH3:70])([O:62][Si:63]([CH2:68][CH3:69])([CH2:66][CH3:67])[CH2:64][CH3:65])[CH3:61]. The catalyst is O1CCCC1. The product is [Si:1]([O:8][C@@H:9]1[C@@:28]2([CH3:29])[C:13](=[CH:14][CH:15]=[C:16]3[C@@H:27]2[CH2:26][CH2:25][C@@:24]2([CH3:30])[C@H:17]3[CH2:18][CH:19]=[C:20]2[C@@H:21]([O:23][CH2:57]/[CH:58]=[CH:59]\[C:60]([CH3:70])([O:62][Si:63]([CH2:66][CH3:67])([CH2:68][CH3:69])[CH2:64][CH3:65])[CH3:61])[CH3:22])[CH2:12][C@@H:11]([O:31][Si:32]([C:35]([CH3:37])([CH3:36])[CH3:38])([CH3:33])[CH3:34])[CH2:10]1)([C:4]([CH3:7])([CH3:6])[CH3:5])([CH3:3])[CH3:2]. The yield is 0.980. (5) The reactants are [CH3:1][N:2]1[C:6](OS(C(F)(F)C(F)(F)C(F)(F)C(F)(F)F)(=O)=O)=[CH:5][C:4]([Br:24])=[N:3]1.[Br-].[CH3:26][C:27]1[CH:28]=[CH:29][C:30]([Zn+])=[N:31][CH:32]=1.O1CCCC1. The catalyst is CN(C)C=O.O.[Pd].C1(P(C2C=CC=CC=2)C2C=CC=CC=2)C=CC=CC=1.C1(P(C2C=CC=CC=2)C2C=CC=CC=2)C=CC=CC=1.C1(P(C2C=CC=CC=2)C2C=CC=CC=2)C=CC=CC=1.C1(P(C2C=CC=CC=2)C2C=CC=CC=2)C=CC=CC=1. The product is [CH3:1][N:2]1[C:6]([C:30]2[CH:29]=[CH:28][C:27]([CH3:26])=[CH:32][N:31]=2)=[CH:5][C:4]([Br:24])=[N:3]1. The yield is 0.410. (6) The reactants are [NH:1]1[CH:5]=[CH:4][C:3]([NH:6][C:7](=[O:9])[CH3:8])=[N:2]1.[H-].[Na+].Br.Br[CH2:14][C:15]1[C:20]([OH:21])=[CH:19][CH:18]=[CH:17][N:16]=1.BrCC1C(O)=CC=CN=1. The catalyst is CN(C=O)C. The product is [OH:21][C:20]1[C:15]([CH2:14][N:1]2[CH:5]=[CH:4][C:3]([NH:6][C:7](=[O:9])[CH3:8])=[N:2]2)=[N:16][CH:17]=[CH:18][CH:19]=1. The yield is 0.130. (7) The catalyst is CO. The product is [CH2:1]([O:8][C:9]([N:11]1[CH2:15][CH:14]2[CH:16]([OH:19])[CH2:17][CH2:18][CH:13]2[CH2:12]1)=[O:10])[C:2]1[CH:7]=[CH:6][CH:5]=[CH:4][CH:3]=1. The reactants are [CH2:1]([O:8][C:9]([N:11]1[CH2:15][CH:14]2[CH:16]([O:19]C(=O)C3C=CC=CC=3)[CH2:17][CH2:18][CH:13]2[CH2:12]1)=[O:10])[C:2]1[CH:7]=[CH:6][CH:5]=[CH:4][CH:3]=1.C[O-].[Na+]. The yield is 0.730.